Dataset: Full USPTO retrosynthesis dataset with 1.9M reactions from patents (1976-2016). Task: Predict the reactants needed to synthesize the given product. (1) Given the product [CH2:1]([O:4][C:5]([C:7]1[N:8]([NH2:14])[CH:9]=[C:10]([F:12])[CH:11]=1)=[O:6])[CH:2]=[CH2:3], predict the reactants needed to synthesize it. The reactants are: [CH2:1]([O:4][C:5]([C:7]1[NH:8][CH:9]=[C:10]([F:12])[CH:11]=1)=[O:6])[CH:2]=[CH2:3].[Cl-].[NH4+:14].[OH-].[Na+].[OH-].[NH4+]. (2) Given the product [Cl:1][C:2]1[N:7]=[C:6]([CH2:8][CH2:9][C:10]2[CH:15]=[CH:14][CH:13]=[CH:12][C:11]=2[C:16]([CH3:20])([CH3:21])[C:17]([NH2:19])=[O:18])[C:5]([Cl:22])=[CH:4][N:3]=1, predict the reactants needed to synthesize it. The reactants are: [Cl:1][C:2]1[N:7]=[C:6]([C:8]#[C:9][C:10]2[CH:15]=[CH:14][CH:13]=[CH:12][C:11]=2[C:16]([CH3:21])([CH3:20])[C:17]([NH2:19])=[O:18])[C:5]([Cl:22])=[CH:4][N:3]=1. (3) Given the product [CH:11]1[C:10]([C:14]([F:15])([F:16])[F:17])=[CH:9][C:8]([Cl:18])=[C:7]([N:6]2[N:5]=[C:4]([C:19]#[N:20])[C:3]([S+:21]([O-:26])[C:22]([F:25])([F:24])[F:23])=[C:2]2[NH2:1])[C:12]=1[Cl:13], predict the reactants needed to synthesize it. The reactants are: [NH2:1][C:2]1[N:6]([C:7]2[C:12]([Cl:13])=[CH:11][C:10]([C:14]([F:17])([F:16])[F:15])=[CH:9][C:8]=2[Cl:18])[N:5]=[C:4]([C:19]#[N:20])[C:3]=1[S:21][C:22]([F:25])([F:24])[F:23].[OH:26]S(O)(=O)=O.OO.O. (4) Given the product [CH3:11][S:10][C:6]1[N:5]=[C:4]([C:1](=[O:3])[CH2:2][C:22](=[O:27])[C:23]([O:25][CH3:26])=[O:24])[CH:9]=[CH:8][N:7]=1, predict the reactants needed to synthesize it. The reactants are: [C:1]([C:4]1[CH:9]=[CH:8][N:7]=[C:6]([S:10][CH3:11])[N:5]=1)(=[O:3])[CH3:2].C[Si]([N-][Si](C)(C)C)(C)C.[Li+].[C:22](OC)(=[O:27])[C:23]([O:25][CH3:26])=[O:24]. (5) Given the product [Br:23][C:24]1[CH:25]=[CH:26][C:27]2[C:28]3[N:36]([CH2:37][CH2:38][CH2:39][C:40](=[O:42])[CH3:41])[C:35]([CH2:43][CH2:44][CH3:45])=[N:34][C:29]=3[CH:30]=[N:31][C:32]=2[CH:33]=1, predict the reactants needed to synthesize it. The reactants are: CC(OI1(OC(C)=O)(OC(C)=O)OC(=O)C2C=CC=CC1=2)=O.[Br:23][C:24]1[CH:25]=[CH:26][C:27]2[C:28]3[N:36]([CH2:37][CH2:38][CH2:39][CH:40]([OH:42])[CH3:41])[C:35]([CH2:43][CH2:44][CH3:45])=[N:34][C:29]=3[CH:30]=[N:31][C:32]=2[CH:33]=1. (6) Given the product [OH:1][NH:2][C:10]1([CH3:26])[C:14](=[O:15])[NH:13][N:12]=[C:11]1[C:16]1[CH:17]=[CH:18][C:19]([S:22]([CH3:25])(=[O:24])=[O:23])=[CH:20][CH:21]=1, predict the reactants needed to synthesize it. The reactants are: [OH:1][N:2]([C:10]1([CH3:26])[C:14](=[O:15])[NH:13][N:12]=[C:11]1[C:16]1[CH:21]=[CH:20][C:19]([S:22]([CH3:25])(=[O:24])=[O:23])=[CH:18][CH:17]=1)C(=O)OC(C)(C)C.C(O)(C(F)(F)F)=O. (7) Given the product [I:13][C:7]1[CH:6]=[C:5]([CH:3]2[CH2:2][N:1]([CH3:16])[CH2:4]2)[N:9]([CH:10]([CH3:11])[CH3:12])[N:8]=1, predict the reactants needed to synthesize it. The reactants are: [NH:1]1[CH2:4][CH:3]([C:5]2[N:9]([CH:10]([CH3:12])[CH3:11])[N:8]=[C:7]([I:13])[CH:6]=2)[CH2:2]1.C=O.[C:16]([BH3-])#N.[Na+].